This data is from Forward reaction prediction with 1.9M reactions from USPTO patents (1976-2016). The task is: Predict the product of the given reaction. (1) Given the reactants [N:1]([C@@H:4]1[CH2:13][CH2:12][CH2:11][C:10]2[CH:9]=[C:8]([CH:14]=O)[CH:7]=[CH:6][C:5]1=2)=[N+:2]=[N-:3].[NH:16]1[CH2:21][CH2:20][CH2:19][CH2:18][CH2:17]1.C(OC)(OC)OC.[BH-](OC(C)=O)(OC(C)=O)OC(C)=O.[Na+], predict the reaction product. The product is: [N:1]([C@@H:4]1[CH2:13][CH2:12][CH2:11][C:10]2[CH:9]=[C:8]([CH2:14][N:16]3[CH2:21][CH2:20][CH2:19][CH2:18][CH2:17]3)[CH:7]=[CH:6][C:5]1=2)=[N+:2]=[N-:3]. (2) Given the reactants [CH2:1]([C:3]1[CH:4]=[C:5]2[C:9](=[CH:10][C:11]=1[CH2:12][CH3:13])[CH2:8][CH:7]([NH:14][CH2:15][C@@H:16]([C:18]1[CH:27]=[CH:26][C:25]([OH:28])=[C:24]3[C:19]=1[CH:20]=[CH:21][C:22](=[O:29])[NH:23]3)[OH:17])[CH2:6]2)[CH3:2].[ClH:30], predict the reaction product. The product is: [ClH:30].[CH2:12]([C:11]1[CH:10]=[C:9]2[C:5](=[CH:4][C:3]=1[CH2:1][CH3:2])[CH2:6][CH:7]([NH:14][CH2:15][C@@H:16]([C:18]1[CH:27]=[CH:26][C:25]([OH:28])=[C:24]3[C:19]=1[CH:20]=[CH:21][C:22](=[O:29])[NH:23]3)[OH:17])[CH2:8]2)[CH3:13]. (3) Given the reactants [C:1]([C:5]1[CH:10]=[CH:9][C:8]([C:11]2[N:12]([C:30](Cl)=[O:31])[C@H:13]([C:23]3[CH:28]=[CH:27][C:26]([Cl:29])=[CH:25][CH:24]=3)[C@H:14]([C:16]3[CH:21]=[CH:20][C:19]([Cl:22])=[CH:18][CH:17]=3)[N:15]=2)=[C:7]([O:33][CH2:34][CH2:35][F:36])[CH:6]=1)([CH3:4])([CH3:3])[CH3:2].Cl.Cl.[CH3:39][S:40]([CH2:43][CH2:44][N:45]1[CH2:50][CH2:49][NH:48][CH2:47][CH2:46]1)(=[O:42])=[O:41], predict the reaction product. The product is: [ClH:22].[C:1]([C:5]1[CH:10]=[CH:9][C:8]([C:11]2[N:12]([C:30]([N:48]3[CH2:47][CH2:46][N:45]([CH2:44][CH2:43][S:40]([CH3:39])(=[O:41])=[O:42])[CH2:50][CH2:49]3)=[O:31])[C@H:13]([C:23]3[CH:28]=[CH:27][C:26]([Cl:29])=[CH:25][CH:24]=3)[C@H:14]([C:16]3[CH:17]=[CH:18][C:19]([Cl:22])=[CH:20][CH:21]=3)[N:15]=2)=[C:7]([O:33][CH2:34][CH2:35][F:36])[CH:6]=1)([CH3:4])([CH3:2])[CH3:3]. (4) Given the reactants [Cl:1][C:2]1[C:3]([C:17]2[C:25]3[C:20](=[CH:21][CH:22]=[CH:23][CH:24]=3)[NH:19][CH:18]=2)=[N:4][C:5]([NH:8][CH:9]2[CH2:14][N:13]([CH3:15])[CH2:12][C@@H:11]([NH2:16])[CH2:10]2)=[N:6][CH:7]=1.Cl.[CH3:27][N:28]([CH3:50])[CH2:29]/[CH:30]=[CH:31]/[C:32]([NH:34][C:35]1[CH:49]=[CH:48][C:38]([C:39](OC(OC(C)C)=O)=[O:40])=[CH:37][CH:36]=1)=[O:33].N#N, predict the reaction product. The product is: [Cl:1][C:2]1[C:3]([C:17]2[C:25]3[C:20](=[CH:21][CH:22]=[CH:23][CH:24]=3)[NH:19][CH:18]=2)=[N:4][C:5]([NH:8][CH:9]2[CH2:14][N:13]([CH3:15])[CH2:12][C@@H:11]([NH:16][C:39](=[O:40])[C:38]3[CH:48]=[CH:49][C:35]([NH:34][C:32](=[O:33])/[CH:31]=[CH:30]/[CH2:29][N:28]([CH3:50])[CH3:27])=[CH:36][CH:37]=3)[CH2:10]2)=[N:6][CH:7]=1. (5) The product is: [Br:1][C:2]1[CH:10]=[C:9]2[C:5]([CH2:6][C:7]3([CH2:27][CH2:26][CH:25]([O:28][CH3:29])[CH2:24][CH2:23]3)[C:8]2([NH:16][S:17]([C:19]([CH3:21])([CH3:22])[CH3:20])=[O:18])[C:11]([O:13][CH2:14][CH3:15])=[O:31])=[CH:4][CH:3]=1. Given the reactants [Br:1][C:2]1[CH:10]=[C:9]2[C:5]([CH2:6][C:7]3([CH2:27][CH2:26][CH:25]([O:28][CH3:29])[CH2:24][CH2:23]3)[C:8]2([NH:16][S:17]([C:19]([CH3:22])([CH3:21])[CH3:20])=[O:18])[C:11]([O:13][CH2:14][CH3:15])=C)=[CH:4][CH:3]=1.C(OC([O-])=O)(OCCCC)=[O:31], predict the reaction product.